From a dataset of NCI-60 drug combinations with 297,098 pairs across 59 cell lines. Regression. Given two drug SMILES strings and cell line genomic features, predict the synergy score measuring deviation from expected non-interaction effect. (1) Drug 2: C1=NC2=C(N=C(N=C2N1C3C(C(C(O3)CO)O)F)Cl)N. Drug 1: CN1C(=O)N2C=NC(=C2N=N1)C(=O)N. Synergy scores: CSS=-1.91, Synergy_ZIP=0.743, Synergy_Bliss=0.298, Synergy_Loewe=-9.17, Synergy_HSA=-6.73. Cell line: A549. (2) Drug 1: CC1=C2C(C(=O)C3(C(CC4C(C3C(C(C2(C)C)(CC1OC(=O)C(C(C5=CC=CC=C5)NC(=O)OC(C)(C)C)O)O)OC(=O)C6=CC=CC=C6)(CO4)OC(=O)C)OC)C)OC. Drug 2: CC12CCC3C(C1CCC2=O)CC(=C)C4=CC(=O)C=CC34C. Cell line: HT29. Synergy scores: CSS=86.3, Synergy_ZIP=14.2, Synergy_Bliss=14.0, Synergy_Loewe=11.7, Synergy_HSA=16.5. (3) Synergy scores: CSS=-4.34, Synergy_ZIP=1.61, Synergy_Bliss=-1.26, Synergy_Loewe=-4.83, Synergy_HSA=-4.70. Drug 1: CCN(CC)CCNC(=O)C1=C(NC(=C1C)C=C2C3=C(C=CC(=C3)F)NC2=O)C. Cell line: IGROV1. Drug 2: C1C(C(OC1N2C=NC(=NC2=O)N)CO)O. (4) Drug 1: C1=CC(=CC=C1CC(C(=O)O)N)N(CCCl)CCCl.Cl. Cell line: SK-OV-3. Drug 2: CC1=C(C=C(C=C1)NC(=O)C2=CC=C(C=C2)CN3CCN(CC3)C)NC4=NC=CC(=N4)C5=CN=CC=C5. Synergy scores: CSS=7.00, Synergy_ZIP=-1.18, Synergy_Bliss=2.99, Synergy_Loewe=-4.39, Synergy_HSA=-0.565. (5) Drug 1: C1=NC(=NC(=O)N1C2C(C(C(O2)CO)O)O)N. Drug 2: CC(C)NC(=O)C1=CC=C(C=C1)CNNC.Cl. Cell line: PC-3. Synergy scores: CSS=19.4, Synergy_ZIP=-7.00, Synergy_Bliss=-2.44, Synergy_Loewe=-2.34, Synergy_HSA=0.341. (6) Drug 1: CN1C2=C(C=C(C=C2)N(CCCl)CCCl)N=C1CCCC(=O)O.Cl. Drug 2: CC1C(C(CC(O1)OC2CC(CC3=C2C(=C4C(=C3O)C(=O)C5=CC=CC=C5C4=O)O)(C(=O)C)O)N)O. Cell line: SW-620. Synergy scores: CSS=39.3, Synergy_ZIP=-4.96, Synergy_Bliss=-5.88, Synergy_Loewe=-2.72, Synergy_HSA=-2.23. (7) Cell line: UACC62. Drug 2: CC1(CCCN1)C2=NC3=C(C=CC=C3N2)C(=O)N. Synergy scores: CSS=38.7, Synergy_ZIP=12.4, Synergy_Bliss=15.3, Synergy_Loewe=-16.7, Synergy_HSA=11.9. Drug 1: CCN(CC)CCNC(=O)C1=C(NC(=C1C)C=C2C3=C(C=CC(=C3)F)NC2=O)C.